Dataset: Reaction yield outcomes from USPTO patents with 853,638 reactions. Task: Predict the reaction yield, written as a fraction of the theoretical maximum amount of product (1.0 means a 100% yield; for example, 0.34 means a 34% yield). (1) The reactants are [CH2:1]([C@@:8]12[CH2:21][C:20](=[O:22])[C@:19]([OH:29])([C:23]3[CH:28]=[CH:27][CH:26]=[CH:25][CH:24]=3)[CH2:18][C@H:17]1[CH2:16][CH2:15][C:14]1[CH:13]=[C:12]([C:30](O)=[O:31])[CH:11]=[CH:10][C:9]2=1)[C:2]1[CH:7]=[CH:6][CH:5]=[CH:4][CH:3]=1.[NH2:33][C:34]1[C:35]([CH3:40])=[N:36][CH:37]=[CH:38][CH:39]=1.CN1C=CN=C1.CCCP1(OP(CCC)(=O)OP(CCC)(=O)O1)=O. The catalyst is C(#N)C.C(OCC)(=O)C. The product is [CH2:1]([C@@:8]12[CH2:21][C:20](=[O:22])[C@:19]([OH:29])([C:23]3[CH:24]=[CH:25][CH:26]=[CH:27][CH:28]=3)[CH2:18][C@H:17]1[CH2:16][CH2:15][C:14]1[CH:13]=[C:12]([C:30]([NH:33][C:34]3[C:35]([CH3:40])=[N:36][CH:37]=[CH:38][CH:39]=3)=[O:31])[CH:11]=[CH:10][C:9]2=1)[C:2]1[CH:3]=[CH:4][CH:5]=[CH:6][CH:7]=1. The yield is 0.890. (2) The reactants are [F:1][C:2]([F:11])([F:10])[C:3]1[CH:4]=[C:5]([CH:7]=[CH:8][CH:9]=1)[NH2:6].[N:12]([O-])=O.[Na+].[C:16]([O:22][CH3:23])(=[O:21])[CH2:17][C:18]([CH3:20])=[O:19].C([O-])(=O)C.[Na+]. The catalyst is Cl.O.C(O)C. The product is [O:19]=[C:18]([CH3:20])[C:17](=[N:12][NH:6][C:5]1[CH:7]=[CH:8][CH:9]=[C:3]([C:2]([F:10])([F:11])[F:1])[CH:4]=1)[C:16]([O:22][CH3:23])=[O:21]. The yield is 0.690. (3) The reactants are [Cl:1][C:2]1[CH:7]=[CH:6][CH:5]=[CH:4][C:3]=1[C:8]1[C:12]([C:13]2[CH:30]=[CH:29][C:16]([O:17][CH:18]3[CH2:21][N:20](C(OC(C)(C)C)=O)[CH2:19]3)=[CH:15][CH:14]=2)=[C:11]([C:31]2[CH:36]=[CH:35][C:34]([O:37]C)=[CH:33][CH:32]=2)[O:10][N:9]=1.O. The catalyst is C(Cl)Cl. The product is [NH:20]1[CH2:19][CH:18]([O:17][C:16]2[CH:29]=[CH:30][C:13]([C:12]3[C:8]([C:3]4[CH:4]=[CH:5][CH:6]=[CH:7][C:2]=4[Cl:1])=[N:9][O:10][C:11]=3[C:31]3[CH:32]=[CH:33][C:34]([OH:37])=[CH:35][CH:36]=3)=[CH:14][CH:15]=2)[CH2:21]1. The yield is 0.920. (4) The reactants are [F:1][C:2]([P:8]([C:17]([F:23])([F:22])[C:18]([F:21])([F:20])[F:19])(=[O:16])[O:9][CH2:10][CH2:11][O:12][CH2:13][CH:14]=[CH2:15])([F:7])[C:3]([F:6])([F:5])[F:4].[CH3:24][N:25]1[CH:29]=[CH:28][N:27]=[CH:26]1. No catalyst specified. The product is [F:7][C:2]([P:8]([C:17]([F:22])([F:23])[C:18]([F:21])([F:20])[F:19])(=[O:9])[O-:16])([F:1])[C:3]([F:6])([F:5])[F:4].[CH2:13]([O:12][CH2:11][CH2:10][N:27]1[CH:28]=[CH:29][N+:25]([CH3:24])=[CH:26]1)[CH:14]=[CH2:15]. The yield is 1.00. (5) The reactants are [CH3:1][N:2]([CH2:45][CH2:46][N:47]1[CH2:51][CH2:50][CH2:49][C@H:48]1[C:52](O)=[O:53])[C:3](=[O:44])[C:4]1[CH:9]=[CH:8][CH:7]=[C:6]([C:10](=[O:43])[NH:11][C:12]2[CH:17]=[CH:16][C:15]([N:18]3[CH2:23][CH2:22][CH2:21][CH2:20][CH2:19]3)=[CH:14][C:13]=2[C:24]2[CH:29]=[C:28]([C:30](=[O:42])[NH:31][C@@H:32]3[C:41]4[C:36](=[CH:37][CH:38]=[CH:39][CH:40]=4)[CH2:35][CH2:34][CH2:33]3)[CH:27]=[CH:26][N:25]=2)[CH:5]=1.[CH3:55][NH:56][CH2:57][CH2:58][O:59][CH2:60][CH2:61][O:62][CH2:63][CH2:64][O:65][CH2:66][CH2:67][C:68]([O:70][C:71]([CH3:74])([CH3:73])[CH3:72])=[O:69].CCN(C(C)C)C(C)C.CN(C(ON1N=NC2C=CC=NC1=2)=[N+](C)C)C.F[P-](F)(F)(F)(F)F. The catalyst is CN(C=O)C.C(OCC)(=O)C. The product is [CH3:55][N:56]([CH2:57][CH2:58][O:59][CH2:60][CH2:61][O:62][CH2:63][CH2:64][O:65][CH2:66][CH2:67][C:68]([O:70][C:71]([CH3:74])([CH3:73])[CH3:72])=[O:69])[C:52]([C@@H:48]1[CH2:49][CH2:50][CH2:51][N:47]1[CH2:46][CH2:45][N:2]([CH3:1])[C:3](=[O:44])[C:4]1[CH:9]=[CH:8][CH:7]=[C:6]([C:10](=[O:43])[NH:11][C:12]2[CH:17]=[CH:16][C:15]([N:18]3[CH2:19][CH2:20][CH2:21][CH2:22][CH2:23]3)=[CH:14][C:13]=2[C:24]2[CH:29]=[C:28]([C:30](=[O:42])[NH:31][C@@H:32]3[C:41]4[C:36](=[CH:37][CH:38]=[CH:39][CH:40]=4)[CH2:35][CH2:34][CH2:33]3)[CH:27]=[CH:26][N:25]=2)[CH:5]=1)=[O:53]. The yield is 0.370.